Dataset: Catalyst prediction with 721,799 reactions and 888 catalyst types from USPTO. Task: Predict which catalyst facilitates the given reaction. (1) Reactant: [Br:1][C:2]1[CH:7]=[CH:6][C:5](/[CH:8]=[CH:9]/[N+:10]([O-:12])=[O:11])=[CH:4][CH:3]=1.[CH:13](=[O:17])[CH:14]([CH3:16])[CH3:15].CC(O)C.CCCCCC. Product: [Br:1][C:2]1[CH:3]=[CH:4][C:5]([C@H:8]([CH2:9][N+:10]([O-:12])=[O:11])[C:14]([CH3:16])([CH3:15])[CH:13]=[O:17])=[CH:6][CH:7]=1. The catalyst class is: 22. (2) Reactant: [Cl:1][C:2]1[C:3]([CH2:9][OH:10])=[N:4][CH:5]=[C:6]([Cl:8])[CH:7]=1.[Cl:11][C:12]1[CH:17]=[C:16](I)[CH:15]=[CH:14][N:13]=1.C(=O)([O-])[O-].[Cs+].[Cs+].N1C2C(=CC=C3C=2N=CC=C3)C=CC=1. Product: [Cl:1][C:2]1[C:3]([CH2:9][O:10][C:16]2[CH:15]=[CH:14][N:13]=[C:12]([Cl:11])[CH:17]=2)=[N:4][CH:5]=[C:6]([Cl:8])[CH:7]=1. The catalyst class is: 432.